The task is: Predict the product of the given reaction.. This data is from Forward reaction prediction with 1.9M reactions from USPTO patents (1976-2016). (1) Given the reactants O=[C:2]1[C:10]2(OCC[O:11]2)[C:9]2[C:4](=[CH:5][CH:6]=[C:7]([S:15]([N:18]3[CH2:22][CH2:21][CH2:20][C@H:19]3[CH2:23][O:24]OC)(=[O:17])=[O:16])[CH:8]=2)[N:3]1[CH2:27][C:28]1([C:35]#[N:36])[CH2:34][CH2:33][CH2:32][CH2:31][CH2:30][CH2:29]1.[H][H].N.[CH3:40]CO, predict the reaction product. The product is: [CH3:40][O:24][CH2:23][C@@H:19]1[CH2:20][CH2:21][CH2:22][N:18]1[S:15]([C:7]1[CH:6]=[CH:5][C:4]2[N:3]3[CH2:27][C:28]4([CH2:34][CH2:33][CH2:32][CH2:31][CH2:30][CH2:29]4)[CH2:35][N:36]=[C:2]3[C:10](=[O:11])[C:9]=2[CH:8]=1)(=[O:17])=[O:16]. (2) Given the reactants [O:1]1[CH2:6][CH2:5][CH2:4][CH2:3][CH:2]1[N:7]1[CH:11]=[C:10]([C:12]2[CH:13]=[C:14]3[C:18](=[CH:19][CH:20]=2)[N:17]([CH2:21][CH:22]2[CH2:27][CH2:26][N:25](C(OCC4C=CC=CC=4)=O)[CH2:24][CH2:23]2)[CH:16]=[CH:15]3)[CH:9]=[N:8]1.CO.ClCCl, predict the reaction product. The product is: [NH:25]1[CH2:26][CH2:27][CH:22]([CH2:21][N:17]2[C:18]3[C:14](=[CH:13][C:12]([C:10]4[CH:9]=[N:8][N:7]([CH:2]5[CH2:3][CH2:4][CH2:5][CH2:6][O:1]5)[CH:11]=4)=[CH:20][CH:19]=3)[CH:15]=[CH:16]2)[CH2:23][CH2:24]1. (3) Given the reactants [CH:1]1([C:4]2[CH:5]=[C:6]([C:14](=O)[C:15]([C:17]3[CH:22]=[CH:21][CH:20]=[C:19]([C:23]#C[Si](C(C)C)(C(C)C)C(C)C)C=3)=O)[CH:7]=[CH:8][C:9]=2[O:10][CH:11]([F:13])F)[CH2:3][CH2:2]1.[F-:36].[CH2:37]([N+](CCCC)(CCCC)CCCC)CCC.Cl.[CH3:55][NH:56][C:57]([NH2:59])=[NH:58].[C:60](=[O:63])([O-])[O-].[Na+].[Na+], predict the reaction product. The product is: [NH2:58][C:57]1[N:56]([CH3:55])[C:60](=[O:63])[C:14]([C:6]2[CH:7]=[CH:8][C:9]([O:10][CH:11]([F:13])[F:36])=[C:4]([CH:1]3[CH2:3][CH2:2]3)[CH:5]=2)([C:15]2[CH:17]=[CH:22][CH:21]=[C:20]([C:19]#[CH:23])[CH:37]=2)[N:59]=1. (4) Given the reactants Br[CH2:2][CH:3]=[CH:4][C:5](Cl)=[O:6].BrCC=CC(O[Si](C)(C)C)=O.C(Cl)(=O)C(Cl)=O.[NH2:25][C:26]1[CH:27]=[C:28]2[C:33](=[CH:34][N:35]=1)[N:32]=[CH:31][C:30]([C:36]#[N:37])=[C:29]2[NH:38][C:39]1[CH:44]=[CH:43][CH:42]=[C:41]([Br:45])[CH:40]=1.C[CH2:47][N:48](C(C)C)[CH:49](C)C.BrC1C=C(NC2C3C(=CN=C(NC(=O)C=CCBr)C=3)N=CC=2C#N)C=CC=1.BrC1C=C(NC2C3C(=CN=C(NC(=O)C=CCCl)C=3)N=CC=2C#N)C=CC=1.[Na+].[Br-].CNC, predict the reaction product. The product is: [Br:45][C:41]1[CH:40]=[C:39]([NH:38][C:29]2[C:28]3[C:33](=[CH:34][N:35]=[C:26]([NH:25][C:5](=[O:6])[CH:4]=[CH:3][CH2:2][N:48]([CH3:49])[CH3:47])[CH:27]=3)[N:32]=[CH:31][C:30]=2[C:36]#[N:37])[CH:44]=[CH:43][CH:42]=1. (5) The product is: [Br:1][C:2]1[CH:7]=[CH:6][C:5]([N:8]2[C:12](=[O:13])[N:11]([C:22]([O:24][CH2:25][CH3:26])=[O:23])[N:10]=[CH:9]2)=[C:4]([F:14])[CH:3]=1. Given the reactants [Br:1][C:2]1[CH:7]=[CH:6][C:5]([N:8]2[C:12](=[O:13])[NH:11][N:10]=[CH:9]2)=[C:4]([F:14])[CH:3]=1.C(=O)([O-])[O-].[K+].[K+].Cl[C:22]([O:24][CH2:25][CH3:26])=[O:23], predict the reaction product. (6) Given the reactants [Cl:1][C:2]1[CH:10]=[C:9]2[C:5]([C:6]3([CH:16]([O:17][CH2:18][CH3:19])[CH2:15][C:14](=[O:20])[CH2:13][CH:12]3[C:21]3[CH:26]=[CH:25][CH:24]=[C:23]([Cl:27])[CH:22]=3)[C:7](=[O:11])[NH:8]2)=[CH:4][CH:3]=1.[NH2:28]O.Cl.[OH-].[Na+].[Cl-], predict the reaction product. The product is: [Cl:1][C:2]1[CH:10]=[C:9]2[C:5]([C@:6]3([C@@H:12]([C:21]4[CH:26]=[CH:25][CH:24]=[C:23]([Cl:27])[CH:22]=4)[CH2:13][C:14](=[O:20])[NH:28][CH2:15][C@H:16]3[O:17][CH2:18][CH3:19])[C:7](=[O:11])[NH:8]2)=[CH:4][CH:3]=1.[Cl:1][C:2]1[CH:10]=[C:9]2[C:5]([C@@:6]3([C@H:12]([C:21]4[CH:26]=[CH:25][CH:24]=[C:23]([Cl:27])[CH:22]=4)[CH2:13][C:14](=[O:20])[NH:28][CH2:15][C@@H:16]3[O:17][CH2:18][CH3:19])[C:7](=[O:11])[NH:8]2)=[CH:4][CH:3]=1.[Cl:1][C:2]1[CH:10]=[C:9]2[C:5]([C@:6]3([C@@H:16]([O:17][CH2:18][CH3:19])[CH2:15][C:14](=[O:20])[NH:28][CH2:13][C@H:12]3[C:21]3[CH:26]=[CH:25][CH:24]=[C:23]([Cl:27])[CH:22]=3)[C:7](=[O:11])[NH:8]2)=[CH:4][CH:3]=1.[Cl:1][C:2]1[CH:10]=[C:9]2[C:5]([C@@:6]3([C@H:16]([O:17][CH2:18][CH3:19])[CH2:15][C:14](=[O:20])[NH:28][CH2:13][C@@H:12]3[C:21]3[CH:26]=[CH:25][CH:24]=[C:23]([Cl:27])[CH:22]=3)[C:7](=[O:11])[NH:8]2)=[CH:4][CH:3]=1. (7) Given the reactants [Cl:1][C:2]1[C:24]([C:25]([F:28])([F:27])[F:26])=[CH:23][CH:22]=[CH:21][C:3]=1[C:4]([NH:6][CH:7]([C:14]1([NH:19][CH3:20])[CH2:18][CH2:17][CH2:16][CH2:15]1)[C:8]1[CH:13]=[CH:12][CH:11]=[CH:10][CH:9]=1)=[O:5].[Si:29]([O:36][CH2:37][CH:38]=O)([C:32]([CH3:35])([CH3:34])[CH3:33])([CH3:31])[CH3:30].C(O[BH-](OC(=O)C)OC(=O)C)(=O)C.[Na+], predict the reaction product. The product is: [Cl:1][C:2]1[C:24]([C:25]([F:26])([F:27])[F:28])=[CH:23][CH:22]=[CH:21][C:3]=1[C:4]([NH:6][CH:7]([C:14]1([N:19]([CH2:38][CH2:37][O:36][Si:29]([C:32]([CH3:35])([CH3:34])[CH3:33])([CH3:31])[CH3:30])[CH3:20])[CH2:18][CH2:17][CH2:16][CH2:15]1)[C:8]1[CH:9]=[CH:10][CH:11]=[CH:12][CH:13]=1)=[O:5].